This data is from NCI-60 drug combinations with 297,098 pairs across 59 cell lines. The task is: Regression. Given two drug SMILES strings and cell line genomic features, predict the synergy score measuring deviation from expected non-interaction effect. (1) Drug 1: COC1=CC(=CC(=C1O)OC)C2C3C(COC3=O)C(C4=CC5=C(C=C24)OCO5)OC6C(C(C7C(O6)COC(O7)C8=CC=CS8)O)O. Drug 2: CN(CC1=CN=C2C(=N1)C(=NC(=N2)N)N)C3=CC=C(C=C3)C(=O)NC(CCC(=O)O)C(=O)O. Cell line: CAKI-1. Synergy scores: CSS=18.1, Synergy_ZIP=-7.10, Synergy_Bliss=-3.85, Synergy_Loewe=-4.38, Synergy_HSA=-0.373. (2) Drug 1: C1=NNC2=C1C(=O)NC=N2. Drug 2: CCN(CC)CCCC(C)NC1=C2C=C(C=CC2=NC3=C1C=CC(=C3)Cl)OC. Cell line: NCIH23. Synergy scores: CSS=3.50, Synergy_ZIP=1.54, Synergy_Bliss=4.93, Synergy_Loewe=-20.9, Synergy_HSA=-2.13. (3) Drug 1: C1CC2CC3=C(CC1C24CN(S(=O)(=O)N4)CC(F)(F)F)C=CC(=C3)C=CCN5CCC(CC5)C(F)(F)F. Drug 2: CC1=C(C(=CC=C1)Cl)NC(=O)C2=CN=C(S2)NC3=CC(=NC(=N3)C)N4CCN(CC4)CCO. Cell line: NCIH23. Synergy scores: CSS=43.8, Synergy_ZIP=8.70, Synergy_Bliss=9.82, Synergy_Loewe=10.3, Synergy_HSA=13.9. (4) Drug 1: CC12CCC3C(C1CCC2=O)CC(=C)C4=CC(=O)C=CC34C. Synergy scores: CSS=37.7, Synergy_ZIP=8.63, Synergy_Bliss=11.1, Synergy_Loewe=10.7, Synergy_HSA=10.3. Cell line: A498. Drug 2: CC1C(C(=O)NC(C(=O)N2CCCC2C(=O)N(CC(=O)N(C(C(=O)O1)C(C)C)C)C)C(C)C)NC(=O)C3=C4C(=C(C=C3)C)OC5=C(C(=O)C(=C(C5=N4)C(=O)NC6C(OC(=O)C(N(C(=O)CN(C(=O)C7CCCN7C(=O)C(NC6=O)C(C)C)C)C)C(C)C)C)N)C. (5) Drug 1: CC1=CC2C(CCC3(C2CCC3(C(=O)C)OC(=O)C)C)C4(C1=CC(=O)CC4)C. Drug 2: C1=NC2=C(N1)C(=S)N=CN2. Cell line: DU-145. Synergy scores: CSS=15.8, Synergy_ZIP=-11.2, Synergy_Bliss=-5.74, Synergy_Loewe=-40.6, Synergy_HSA=-9.45. (6) Drug 1: CN1C(=O)N2C=NC(=C2N=N1)C(=O)N. Drug 2: C1CCC(C(C1)N)N.C(=O)(C(=O)[O-])[O-].[Pt+4]. Cell line: NCI-H460. Synergy scores: CSS=35.2, Synergy_ZIP=-1.45, Synergy_Bliss=-1.48, Synergy_Loewe=-37.0, Synergy_HSA=-0.640. (7) Cell line: SF-539. Synergy scores: CSS=7.65, Synergy_ZIP=-14.5, Synergy_Bliss=-15.3, Synergy_Loewe=-33.4, Synergy_HSA=-15.0. Drug 2: CC1=C(C(=O)C2=C(C1=O)N3CC4C(C3(C2COC(=O)N)OC)N4)N. Drug 1: CN(C)N=NC1=C(NC=N1)C(=O)N.